The task is: Regression. Given two drug SMILES strings and cell line genomic features, predict the synergy score measuring deviation from expected non-interaction effect.. This data is from NCI-60 drug combinations with 297,098 pairs across 59 cell lines. Drug 1: CC1=C(C=C(C=C1)NC2=NC=CC(=N2)N(C)C3=CC4=NN(C(=C4C=C3)C)C)S(=O)(=O)N.Cl. Drug 2: B(C(CC(C)C)NC(=O)C(CC1=CC=CC=C1)NC(=O)C2=NC=CN=C2)(O)O. Cell line: KM12. Synergy scores: CSS=-0.553, Synergy_ZIP=-2.53, Synergy_Bliss=-7.09, Synergy_Loewe=-4.78, Synergy_HSA=-5.24.